From a dataset of Reaction yield outcomes from USPTO patents with 853,638 reactions. Predict the reaction yield, written as a fraction of the theoretical maximum amount of product (1.0 means a 100% yield; for example, 0.34 means a 34% yield). The reactants are [Cl:1][C:2]1[CH:3]=[C:4]([CH2:9][CH2:10]/[CH:11]=[N:12]/[S@:13]([C:15]([CH3:18])([CH3:17])[CH3:16])=[O:14])[CH:5]=[CH:6][C:7]=1[Cl:8].[CH3:19][Mg]Br.C1COCC1. The catalyst is C(Cl)Cl.C1(C)C=CC=CC=1. The product is [Cl:1][C:2]1[CH:3]=[C:4]([CH2:9][CH2:10][CH:11]([NH:12][S@:13]([C:15]([CH3:18])([CH3:17])[CH3:16])=[O:14])[CH3:19])[CH:5]=[CH:6][C:7]=1[Cl:8]. The yield is 0.670.